From a dataset of Catalyst prediction with 721,799 reactions and 888 catalyst types from USPTO. Predict which catalyst facilitates the given reaction. (1) Reactant: C([N:20]1[CH:28]=[N:27][C:26]2[C:21]1=[N:22][CH:23]=[N:24][C:25]=2[NH:29]C(=O)OC(C)(C)C)(C1C=CC=CC=1)(C1C=CC=CC=1)C1C=CC=CC=1.Br[CH:38]([C:40]1[O:41][C:42](=[O:56])[C:43]2[C:48]([C:49]=1[C:50]1[CH2:51][CH2:52][O:53][CH2:54][CH:55]=1)=[CH:47][CH:46]=[CH:45][CH:44]=2)[CH3:39].[H-].[Na+]. Product: [N:24]1[C:25]([NH:29][CH:38]([C:40]2[O:41][C:42](=[O:56])[C:43]3[C:48]([C:49]=2[C:50]2[CH2:51][CH2:52][O:53][CH2:54][CH:55]=2)=[CH:47][CH:46]=[CH:45][CH:44]=3)[CH3:39])=[C:26]2[C:21]([NH:20][CH:28]=[N:27]2)=[N:22][CH:23]=1. The catalyst class is: 3. (2) Reactant: [F:1][C:2]1[CH:11]=[C:10]([F:12])[CH:9]=[C:8]2[C:3]=1[C:4](=[O:13])[CH2:5][CH2:6][O:7]2.[BH4-].[Na+]. Product: [F:1][C:2]1[CH:11]=[C:10]([F:12])[CH:9]=[C:8]2[C:3]=1[CH:4]([OH:13])[CH2:5][CH2:6][O:7]2. The catalyst class is: 5. (3) Reactant: [Br:1][C:2]1[CH:3]=[CH:4][CH:5]=[C:6]2[C:11]=1[NH:10][C:9](=O)[C:8]([CH3:13])=[N:7]2.P(Cl)(Cl)([Cl:16])=O. Product: [Br:1][C:2]1[CH:3]=[CH:4][CH:5]=[C:6]2[C:11]=1[N:10]=[C:9]([Cl:16])[C:8]([CH3:13])=[N:7]2. The catalyst class is: 6. (4) Reactant: [C@H:1]12[CH2:7][C@H:4]([NH:5][CH2:6]1)[CH2:3][N:2]2[CH2:8][C:9]1[CH:10]=[C:11]([C:15]2[C:20]([CH3:21])=[CH:19][CH:18]=[C:17]([CH2:22][NH:23][C:24]([C:26]3[CH:31]=[CH:30][CH:29]=[C:28]([C:32]([NH:34][CH2:35][C:36]4[C:37]([NH:49][CH:50]5[CH2:55][CH2:54][O:53][CH2:52][CH2:51]5)=[C:38]5[CH:46]=[N:45][N:44]([CH2:47][CH3:48])[C:39]5=[N:40][C:41]=4[CH2:42][CH3:43])=[O:33])[N:27]=3)=[O:25])[CH:16]=2)[CH:12]=[CH:13][CH:14]=1.[ClH:56]. Product: [ClH:56].[C@H:1]12[CH2:7][C@H:4]([NH:5][CH2:6]1)[CH2:3][N:2]2[CH2:8][C:9]1[CH:10]=[C:11]([C:15]2[C:20]([CH3:21])=[CH:19][CH:18]=[C:17]([CH2:22][NH:23][C:24]([C:26]3[CH:31]=[CH:30][CH:29]=[C:28]([C:32]([NH:34][CH2:35][C:36]4[C:37]([NH:49][CH:50]5[CH2:55][CH2:54][O:53][CH2:52][CH2:51]5)=[C:38]5[CH:46]=[N:45][N:44]([CH2:47][CH3:48])[C:39]5=[N:40][C:41]=4[CH2:42][CH3:43])=[O:33])[N:27]=3)=[O:25])[CH:16]=2)[CH:12]=[CH:13][CH:14]=1. The catalyst class is: 8.